This data is from Forward reaction prediction with 1.9M reactions from USPTO patents (1976-2016). The task is: Predict the product of the given reaction. (1) Given the reactants [C:1]([CH2:3][O:4][C:5]1[CH:6]=[C:7]([CH:31]=[C:32]([O:34][CH3:35])[CH:33]=1)[C:8]([NH:10][CH:11]1[CH2:16][CH2:15][N:14]([CH2:17][C:18]2[CH:23]=[C:22]([O:24][CH2:25][CH3:26])[C:21](F)=[C:20]([O:28][CH2:29][CH3:30])[CH:19]=2)[CH2:13][CH2:12]1)=[O:9])#[N:2].C(OC1C=C(C=O)C=C(OCC)C=1[C:50]1[CH:55]=[CH:54][C:53]([F:56])=[CH:52][CH:51]=1)C.C([BH3-])#N.[Na+].C(N(C(C)C)C(C)C)C, predict the reaction product. The product is: [C:1]([CH2:3][O:4][C:5]1[CH:6]=[C:7]([CH:31]=[C:32]([O:34][CH3:35])[CH:33]=1)[C:8]([NH:10][CH:11]1[CH2:12][CH2:13][N:14]([CH2:17][C:18]2[CH:19]=[C:20]([O:28][CH2:29][CH3:30])[C:21]([C:50]3[CH:55]=[CH:54][C:53]([F:56])=[CH:52][CH:51]=3)=[C:22]([O:24][CH2:25][CH3:26])[CH:23]=2)[CH2:15][CH2:16]1)=[O:9])#[N:2]. (2) Given the reactants [CH3:1][C:2]1[N:7]=[N:6][C:5]([C:8]2[CH:16]=[CH:15][C:11]([C:12]([OH:14])=O)=[CH:10][CH:9]=2)=[N:4][N:3]=1.C1(N=C=NC2CCCCC2)CCCCC1.O.ON1C2C=CC=CC=2N=N1.N[C@H](C(O)=O)CCCCN.[C:53]([NH:70][C@H:71]([C:77]([OH:79])=[O:78])[CH2:72][CH2:73][CH2:74][CH2:75][NH2:76])([O:55][CH2:56][CH:57]1[C:69]2[C:64](=[CH:65][CH:66]=[CH:67][CH:68]=2)[C:63]2[C:58]1=[CH:59][CH:60]=[CH:61][CH:62]=2)=[O:54], predict the reaction product. The product is: [CH:59]1[C:58]2[CH:57]([CH2:56][O:55][C:53]([NH:70][CH:71]([CH2:72][CH2:73][CH2:74][CH2:75][NH:76][C:12](=[O:14])[C:11]3[CH:10]=[CH:9][C:8]([C:5]4[N:6]=[N:7][C:2]([CH3:1])=[N:3][N:4]=4)=[CH:16][CH:15]=3)[C:77]([OH:79])=[O:78])=[O:54])[C:69]3[C:64](=[CH:65][CH:66]=[CH:67][CH:68]=3)[C:63]=2[CH:62]=[CH:61][CH:60]=1. (3) Given the reactants Br[C:2]1[CH:3]=[C:4]([CH:23]=[CH:24][CH:25]=1)[CH2:5][O:6][C:7]1[CH:12]=[CH:11][C:10]([C:13]2([CH2:17][C:18]([O:20][CH2:21][CH3:22])=[O:19])[CH2:16][O:15][CH2:14]2)=[CH:9][CH:8]=1.[OH:26][C:27]1[N:32]=[CH:31][C:30](B(O)O)=[CH:29][CH:28]=1.C(=O)([O-])[O-].[K+].[K+], predict the reaction product. The product is: [OH:26][C:27]1[N:32]=[CH:31][C:30]([C:2]2[CH:3]=[C:4]([CH:23]=[CH:24][CH:25]=2)[CH2:5][O:6][C:7]2[CH:8]=[CH:9][C:10]([C:13]3([CH2:17][C:18]([O:20][CH2:21][CH3:22])=[O:19])[CH2:14][O:15][CH2:16]3)=[CH:11][CH:12]=2)=[CH:29][CH:28]=1. (4) Given the reactants [Cl:1][C:2]1[C:10]([O:11][CH3:12])=[C:9]([O:13][CH3:14])[CH:8]=[CH:7][C:3]=1[C:4](Cl)=[O:5].[CH3:15][O:16][C:17]1[CH:22]=[CH:21][CH:20]=[CH:19][C:18]=1[CH2:23][N:24]1[C:28]2[CH:29]=[CH:30][CH:31]=[CH:32][C:27]=2[N:26]=[C:25]1[CH2:33][NH:34][CH2:35][CH2:36][CH:37]([CH3:39])[CH3:38], predict the reaction product. The product is: [Cl:1][C:2]1[C:10]([O:11][CH3:12])=[C:9]([O:13][CH3:14])[CH:8]=[CH:7][C:3]=1[C:4]([N:34]([CH2:33][C:25]1[N:24]([CH2:23][C:18]2[CH:19]=[CH:20][CH:21]=[CH:22][C:17]=2[O:16][CH3:15])[C:28]2[CH:29]=[CH:30][CH:31]=[CH:32][C:27]=2[N:26]=1)[CH2:35][CH2:36][CH:37]([CH3:39])[CH3:38])=[O:5]. (5) The product is: [F:1][C:2]1[C:3]([CH3:26])=[C:4]([C:8]2([C:22]([O:24][CH3:25])=[O:23])[CH2:13][CH:12]=[C:11]([C:34]3[CH:35]=[C:36]4[C:31]([CH:30]=[N:29][N:28]4[CH3:27])=[CH:32][CH:33]=3)[CH2:10][CH2:9]2)[CH:5]=[CH:6][CH:7]=1. Given the reactants [F:1][C:2]1[C:3]([CH3:26])=[C:4]([C:8]2([C:22]([O:24][CH3:25])=[O:23])[CH2:13][CH:12]=[C:11](OS(C(F)(F)F)(=O)=O)[CH2:10][CH2:9]2)[CH:5]=[CH:6][CH:7]=1.[CH3:27][N:28]1[C:36]2[C:31](=[CH:32][CH:33]=[C:34](B(O)O)[CH:35]=2)[CH:30]=[N:29]1.C([O-])([O-])=O.[Cs+].[Cs+].C(Cl)(Cl)Cl, predict the reaction product.